From a dataset of Reaction yield outcomes from USPTO patents with 853,638 reactions. Predict the reaction yield, written as a fraction of the theoretical maximum amount of product (1.0 means a 100% yield; for example, 0.34 means a 34% yield). (1) The reactants are [CH:1]1([CH:7]([NH:18][C:19]2[CH:27]=[CH:26][C:22](C(O)=O)=[CH:21][CH:20]=2)[C:8]2[S:16][C:15]3[C:10](=N[CH:12]=[CH:13][CH:14]=3)[C:9]=2[CH3:17])[CH2:6][CH2:5][CH2:4][CH2:3][CH2:2]1.[CH3:28][NH:29][CH2:30][CH2:31][C:32]([O:34][CH2:35][CH3:36])=[O:33].[OH2:37].ON1C2C=CC=C[C:42]=2N=N1.Cl.C(N=C=NCCCN(C)C)C.[Cl-].[NH4+:61]. The catalyst is CN(C)C=O.C(N(CC)CC)C. The product is [CH:1]1([CH:7]([NH:18][C:19]2[CH:27]=[CH:26][C:22]([C:28]([N:29]([CH3:42])[CH2:30][CH2:31][C:32]([O:34][CH2:35][CH3:36])=[O:33])=[O:37])=[CH:21][CH:20]=2)[C:8]2[S:16][C:15]3[C:10](=[N:61][CH:12]=[CH:13][CH:14]=3)[C:9]=2[CH3:17])[CH2:6][CH2:5][CH2:4][CH2:3][CH2:2]1. The yield is 0.840. (2) The reactants are N#N.C1N=CN(C(N2C=NC=C2)=O)C=1.[NH:15]1[CH2:20][CH2:19][CH2:18][CH2:17][CH2:16]1.[C:21]([O:25][C:26]([N:28]1[CH2:33][CH2:32][C:31]([C:37]2[CH:42]=[CH:41][CH:40]=[CH:39][CH:38]=2)([C:34](O)=[O:35])[CH2:30][CH2:29]1)=[O:27])([CH3:24])([CH3:23])[CH3:22]. The catalyst is C1COCC1. The product is [C:21]([O:25][C:26]([N:28]1[CH2:33][CH2:32][C:31]([C:37]2[CH:38]=[CH:39][CH:40]=[CH:41][CH:42]=2)([C:34]([N:15]2[CH2:20][CH2:19][CH2:18][CH2:17][CH2:16]2)=[O:35])[CH2:30][CH2:29]1)=[O:27])([CH3:23])([CH3:24])[CH3:22]. The yield is 0.240. (3) The product is [CH2:12]([O:11][C:8]1[CH:9]=[CH:10][C:5]([C@@H:3]([O:4][Si:27]([C:30]([CH3:33])([CH3:32])[CH3:31])([CH3:29])[CH3:28])[CH2:2][Br:1])=[CH:6][C:7]=1[NH:19][CH:20]=[O:21])[C:13]1[CH:14]=[CH:15][CH:16]=[CH:17][CH:18]=1. The reactants are [Br:1][CH2:2][C@@H:3]([C:5]1[CH:10]=[CH:9][C:8]([O:11][CH2:12][C:13]2[CH:18]=[CH:17][CH:16]=[CH:15][CH:14]=2)=[C:7]([NH:19][CH:20]=[O:21])[CH:6]=1)[OH:4].N1C=CN=C1.[Si:27](Cl)([C:30]([CH3:33])([CH3:32])[CH3:31])([CH3:29])[CH3:28]. The yield is 0.680. The catalyst is CN(C)C=O.C(OC(C)C)(=O)C. (4) The catalyst is O.CC(N(C)C)=O. The product is [C:31]([O:35][C:36](=[O:46])[NH:37][CH2:38][C:39]1[CH:44]=[CH:43][CH:42]=[C:41]([NH:48][C:28]([C:25]2([C:23](=[O:24])[NH:22][C:19]3[CH:18]=[CH:17][C:16]([O:15][C:6]4[C:5]5[C:10](=[CH:11][C:12]([O:13][CH3:14])=[C:3]([O:2][CH3:1])[CH:4]=5)[N:9]=[CH:8][CH:7]=4)=[CH:21][CH:20]=3)[CH2:26][CH2:27]2)=[O:29])[CH:40]=1)([CH3:34])([CH3:33])[CH3:32]. The yield is 0.790. The reactants are [CH3:1][O:2][C:3]1[CH:4]=[C:5]2[C:10](=[CH:11][C:12]=1[O:13][CH3:14])[N:9]=[CH:8][CH:7]=[C:6]2[O:15][C:16]1[CH:21]=[CH:20][C:19]([NH:22][C:23]([C:25]2([C:28](O)=[O:29])[CH2:27][CH2:26]2)=[O:24])=[CH:18][CH:17]=1.[C:31]([O:35][C:36](=[O:46])[NH:37][CH2:38][C:39]1[CH:44]=[CH:43][C:42](N)=[CH:41][CH:40]=1)([CH3:34])([CH3:33])[CH3:32].C[N:48](C(ON1N=NC2C=CC=NC1=2)=[N+](C)C)C.F[P-](F)(F)(F)(F)F.CCN(C(C)C)C(C)C. (5) The reactants are Cl[C:2]1[N:7]2[N:8]=[C:9]([CH3:22])[C:10]([CH2:11][C:12]3[C:21]4[C:16](=[CH:17][CH:18]=[CH:19][CH:20]=4)[CH:15]=[CH:14][CH:13]=3)=[C:6]2[N:5]=[C:4]([N:23]2[CH2:28][CH2:27][O:26][CH2:25][CH2:24]2)[CH:3]=1.[NH:29]1[CH:33]=[CH:32][N:31]=[CH:30]1.[I-].[K+]. The catalyst is CN(C)C=O.[Cu]I.C([O-])(=O)C.[Pd+2].C([O-])(=O)C. The product is [NH:29]1[CH:33]=[CH:32][N:31]=[C:30]1[C:2]1[N:7]2[N:8]=[C:9]([CH3:22])[C:10]([CH2:11][C:12]3[C:21]4[C:16](=[CH:17][CH:18]=[CH:19][CH:20]=4)[CH:15]=[CH:14][CH:13]=3)=[C:6]2[N:5]=[C:4]([N:23]2[CH2:28][CH2:27][O:26][CH2:25][CH2:24]2)[CH:3]=1. The yield is 0.110. (6) The reactants are O[C:2]1([C:21]2[C:30]([OH:31])=[CH:29][C:24]3[C:25]([CH3:28])=[N:26][O:27][C:23]=3[CH:22]=2)[C:10]2[C:5](=[CH:6][CH:7]=[CH:8][CH:9]=2)[N:4]([CH2:11][C:12]2[CH:17]=[CH:16][C:15]([O:18][CH3:19])=[CH:14][CH:13]=2)[C:3]1=[O:20].C([SiH](CC)CC)C.FC(F)(F)C(O)=O. No catalyst specified. The product is [OH:31][C:30]1[C:21]([CH:2]2[C:10]3[C:5](=[CH:6][CH:7]=[CH:8][CH:9]=3)[N:4]([CH2:11][C:12]3[CH:13]=[CH:14][C:15]([O:18][CH3:19])=[CH:16][CH:17]=3)[C:3]2=[O:20])=[CH:22][C:23]2[O:27][N:26]=[C:25]([CH3:28])[C:24]=2[CH:29]=1. The yield is 0.920.